Task: Predict the reactants needed to synthesize the given product.. Dataset: Full USPTO retrosynthesis dataset with 1.9M reactions from patents (1976-2016) The reactants are: [F:1][C:2]1[CH:3]=[C:4]([CH:19]=[CH:20][CH:21]=1)[CH:5]=[C:6]1[CH2:11][CH2:10][N:9]([C:12]([O:14][C:15]([CH3:18])([CH3:17])[CH3:16])=[O:13])[CH2:8][CH2:7]1. Given the product [F:1][C:2]1[CH:3]=[C:4]([CH:19]=[CH:20][CH:21]=1)[CH2:5][CH:6]1[CH2:11][CH2:10][N:9]([C:12]([O:14][C:15]([CH3:18])([CH3:16])[CH3:17])=[O:13])[CH2:8][CH2:7]1, predict the reactants needed to synthesize it.